From a dataset of Peptide-MHC class II binding affinity with 134,281 pairs from IEDB. Regression. Given a peptide amino acid sequence and an MHC pseudo amino acid sequence, predict their binding affinity value. This is MHC class II binding data. (1) The peptide sequence is EITGIMKDLDEPGHL. The MHC is HLA-DPA10103-DPB10401 with pseudo-sequence HLA-DPA10103-DPB10401. The binding affinity (normalized) is 0. (2) The MHC is DRB3_0202 with pseudo-sequence DRB3_0202. The binding affinity (normalized) is 0.812. The peptide sequence is YDCFLANVSTVLTGK.